From a dataset of Full USPTO retrosynthesis dataset with 1.9M reactions from patents (1976-2016). Predict the reactants needed to synthesize the given product. (1) Given the product [CH:14]1([NH:17][C:18]2[N:23]3[N:24]=[CH:25][C:26](/[CH:27]=[C:7]4/[C:5](=[O:6])[NH:4][C:2](=[O:3])[NH:1]/4)=[C:22]3[N:21]=[C:20]([NH:29][C:30]3[CH:35]=[CH:34][CH:33]=[C:32]([F:36])[CH:31]=3)[CH:19]=2)[CH2:16][CH2:15]1, predict the reactants needed to synthesize it. The reactants are: [NH:1]1[CH2:7][C:5](=[O:6])[NH:4][C:2]1=[O:3].N1CCCCC1.[CH:14]1([NH:17][C:18]2[N:23]3[N:24]=[CH:25][C:26]([CH:27]=O)=[C:22]3[N:21]=[C:20]([NH:29][C:30]3[CH:35]=[CH:34][CH:33]=[C:32]([F:36])[CH:31]=3)[CH:19]=2)[CH2:16][CH2:15]1. (2) Given the product [Cl:1][C:2]1[CH:7]=[CH:6][C:5]([C:8]2[C:9]([C:20]3[CH:25]=[CH:24][C:23]([OH:26])=[CH:22][CH:21]=3)=[C:10]([CH2:13][CH2:14][C:15]([OH:17])=[O:16])[S:11][CH:12]=2)=[C:4]([O:27][CH3:28])[CH:3]=1, predict the reactants needed to synthesize it. The reactants are: [Cl:1][C:2]1[CH:7]=[CH:6][C:5]([C:8]2[C:9]([C:20]3[CH:25]=[CH:24][C:23]([OH:26])=[CH:22][CH:21]=3)=[C:10]([CH2:13][CH2:14][C:15]([O:17]CC)=[O:16])[S:11][CH:12]=2)=[C:4]([O:27][CH3:28])[CH:3]=1.[OH-].[Na+]. (3) Given the product [C:1]([NH:9][C@H:10]1[CH2:14][N:13]([C:15](=[O:25])[CH2:16][NH:17][C:18]([O:20][C:21]([CH3:24])([CH3:22])[CH3:23])=[O:19])[C@H:12]([C:26]([OH:28])=[O:27])[CH2:11]1)(=[O:8])[C:2]1[CH:3]=[CH:4][CH:5]=[CH:6][CH:7]=1, predict the reactants needed to synthesize it. The reactants are: [C:1]([NH:9][C@H:10]1[CH2:14][N:13]([C:15](=[O:25])[CH2:16][NH:17][C:18]([O:20][C:21]([CH3:24])([CH3:23])[CH3:22])=[O:19])[C@H:12]([C:26]([O:28]C)=[O:27])[CH2:11]1)(=[O:8])[C:2]1[CH:7]=[CH:6][CH:5]=[CH:4][CH:3]=1.CO.Cl. (4) The reactants are: [CH3:1][O:2][C:3]1[CH:8]=[CH:7][C:6]([OH:9])=[CH:5][C:4]=1[N+:10]([O-:12])=[O:11].C(=O)([O-])[O-].[K+].[K+].Br[CH2:20][CH2:21][Cl:22]. Given the product [Cl:22][CH2:21][CH2:20][O:9][C:6]1[CH:7]=[CH:8][C:3]([O:2][CH3:1])=[C:4]([N+:10]([O-:12])=[O:11])[CH:5]=1, predict the reactants needed to synthesize it. (5) Given the product [C:9]1([CH:8]=[CH:7][C:6]2[CH:5]=[CH:4][C:3]([OH:17])=[CH:2][CH:1]=2)[CH:14]=[C:13]([OH:15])[CH:12]=[C:11]([OH:16])[CH:10]=1, predict the reactants needed to synthesize it. The reactants are: [CH:1]1[C:6](/[CH:7]=[CH:8]/[C:9]2[CH:14]=[C:13]([OH:15])[CH:12]=[C:11]([OH:16])[CH:10]=2)=[CH:5][CH:4]=[C:3]([OH:17])[CH:2]=1.C1C=CC(NC(C2C=NC3C=CC=CC=3N=2)=O)=C(C2N=C3N(C(CN4CCNCC4)=CS3)C=2)C=1.CC1N=C(C2C=CC=NC=2)SC=1C(NC1C(C2N=C3N(C(CN4CCOCC4)=CS3)C=2)=CC=CC=1)=O.